The task is: Predict the reaction yield, written as a fraction of the theoretical maximum amount of product (1.0 means a 100% yield; for example, 0.34 means a 34% yield).. This data is from Reaction yield outcomes from USPTO patents with 853,638 reactions. (1) The reactants are [C:1]([NH:5][S:6]([C:9]1[CH:10]=[N:11][N:12]2[C:17]([NH:18][C:19]3[CH:24]=[CH:23][C:22]([CH3:25])=[CH:21][C:20]=3[Cl:26])=[C:16]([C:27](OCC)=[O:28])[CH:15]=[N:14][C:13]=12)(=[O:8])=[O:7])([CH3:4])([CH3:3])[CH3:2].[F:32][C:33]1[CH:38]=[CH:37][C:36]([CH:39]2[CH2:44][CH2:43][NH:42][CH2:41][CH2:40]2)=[CH:35][CH:34]=1. No catalyst specified. The product is [C:1]([NH:5][S:6]([C:9]1[CH:10]=[N:11][N:12]2[C:17]([NH:18][C:19]3[CH:24]=[CH:23][C:22]([CH3:25])=[CH:21][C:20]=3[Cl:26])=[C:16]([C:27]([N:42]3[CH2:43][CH2:44][CH:39]([C:36]4[CH:35]=[CH:34][C:33]([F:32])=[CH:38][CH:37]=4)[CH2:40][CH2:41]3)=[O:28])[CH:15]=[N:14][C:13]=12)(=[O:7])=[O:8])([CH3:2])([CH3:3])[CH3:4]. The yield is 0.630. (2) The reactants are [CH:1]1([C:7]2([CH3:17])[C:12](=[O:13])[N:11]([CH3:14])[C:10](=[O:15])[NH:9][C:8]2=[O:16])[CH2:6][CH2:5][CH2:4][CH2:3][CH2:2]1.C([O-])([O-])=O.[K+].[K+].Br[CH2:25][C:26]([C:28]1[CH:33]=[CH:32][CH:31]=[CH:30][CH:29]=1)=[O:27].C(O)(=O)CC(CC(O)=O)(C(O)=O)O. The catalyst is CN(C=O)C.O. The product is [CH:1]1([C:7]2([CH3:17])[C:12](=[O:13])[N:11]([CH3:14])[C:10](=[O:15])[N:9]([CH2:25][C:26](=[O:27])[C:28]3[CH:33]=[CH:32][CH:31]=[CH:30][CH:29]=3)[C:8]2=[O:16])[CH2:2][CH2:3][CH2:4][CH2:5][CH2:6]1. The yield is 0.960. (3) The catalyst is C(OCC)(=O)C. The yield is 0.580. The product is [CH3:13][C:14]1[CH:15]=[N:16][N:17]2[C:22]([CH2:23][CH2:24][CH3:25])=[C:21]([CH2:26][C:27]3[CH:28]=[CH:29][C:30]([C:33]4[CH:38]=[CH:37][CH:36]=[CH:35][C:34]=4[C:39]4[NH:3][C:4](=[O:7])[O:5][N:40]=4)=[CH:31][CH:32]=3)[C:20](=[O:41])[N:19]([CH:42]3[CH2:47][CH2:46][O:45][CH2:44][CH2:43]3)[C:18]=12. The reactants are [Cl-].O[NH3+:3].[C:4](=[O:7])([O-])[OH:5].[Na+].CS(C)=O.[CH3:13][C:14]1[CH:15]=[N:16][N:17]2[C:22]([CH2:23][CH2:24][CH3:25])=[C:21]([CH2:26][C:27]3[CH:32]=[CH:31][C:30]([C:33]4[C:34]([C:39]#[N:40])=[CH:35][CH:36]=[CH:37][CH:38]=4)=[CH:29][CH:28]=3)[C:20](=[O:41])[N:19]([CH:42]3[CH2:47][CH2:46][O:45][CH2:44][CH2:43]3)[C:18]=12. (4) The yield is 0.950. The product is [CH3:1][O:2][C:3]1[CH:35]=[C:34]([O:36][CH3:37])[CH:33]=[CH:32][C:4]=1[CH2:5][N:6]1[CH2:14][C:13]2[C:12]([F:15])=[C:11]([NH:16][C@H:17]([CH2:21][CH:22]([CH3:23])[CH3:24])[C:18]([NH:43][CH3:42])=[O:19])[N:10]=[C:9]([C:25]3[CH:26]=[N:27][N:28]([CH3:30])[CH:29]=3)[C:8]=2[C:7]1=[O:31]. The reactants are [CH3:1][O:2][C:3]1[CH:35]=[C:34]([O:36][CH3:37])[CH:33]=[CH:32][C:4]=1[CH2:5][N:6]1[CH2:14][C:13]2[C:12]([F:15])=[C:11]([NH:16][C@H:17]([CH2:21][CH:22]([CH3:24])[CH3:23])[C:18](O)=[O:19])[N:10]=[C:9]([C:25]3[CH:26]=[N:27][N:28]([CH3:30])[CH:29]=3)[C:8]=2[C:7]1=[O:31].Cl.CN.C[CH2:42][N:43](C(C)C)C(C)C.CN(C(ON1N=NC2C=CC=NC1=2)=[N+](C)C)C.F[P-](F)(F)(F)(F)F.CN.CCN=C=NCCCN(C)C.Cl.C1C=C2N=NN(O)C2=CC=1.O. The catalyst is CN(C=O)C. (5) The reactants are CC(C)(C)C([NH:5][C:6]1[CH:7]=[N:8][C:9]([N:19]2[CH2:24][CH2:23][N:22]([CH3:25])[CH2:21][CH2:20]2)=[CH:10][C:11]=1[C:12]1[CH:17]=[CH:16][CH:15]=[CH:14][C:13]=1[CH3:18])=O. The catalyst is Cl. The product is [CH3:25][N:22]1[CH2:21][CH2:20][N:19]([C:9]2[N:8]=[CH:7][C:6]([NH2:5])=[C:11]([C:12]3[CH:17]=[CH:16][CH:15]=[CH:14][C:13]=3[CH3:18])[CH:10]=2)[CH2:24][CH2:23]1. The yield is 0.820. (6) The reactants are [C:1](Cl)(Cl)=[S:2].[CH3:5][C:6]1[C:7]([NH2:13])=[N:8][CH:9]=[C:10]([CH3:12])[N:11]=1. The catalyst is O1CCCC1.C(=O)([O-])O.[Na+]. The product is [N:13]([C:7]1[C:6]([CH3:5])=[N:11][C:10]([CH3:12])=[CH:9][N:8]=1)=[C:1]=[S:2]. The yield is 0.330. (7) The reactants are [CH3:1][O:2][C:3]1[C:7]([C:8]([O:10]CC)=[O:9])=[CH:6][N:5]([C:13]2[CH:14]=[N:15][C:16]([C:19]([F:22])([F:21])[F:20])=[N:17][CH:18]=2)[N:4]=1.[Li+].[OH-].Cl. The catalyst is C1COCC1.O. The product is [CH3:1][O:2][C:3]1[C:7]([C:8]([OH:10])=[O:9])=[CH:6][N:5]([C:13]2[CH:18]=[N:17][C:16]([C:19]([F:22])([F:20])[F:21])=[N:15][CH:14]=2)[N:4]=1. The yield is 0.880.